From a dataset of Full USPTO retrosynthesis dataset with 1.9M reactions from patents (1976-2016). Predict the reactants needed to synthesize the given product. (1) Given the product [Cl:33][C:34]1[CH:39]=[CH:38][C:37]([S:40][CH:14]([C:13]2[CH:16]=[C:17]([F:20])[CH:18]=[CH:19][C:12]=2[F:11])[C:23]2[C:24](=[O:32])[O:25][C:26]3[C:31]([C:22]=2[OH:21])=[CH:30][CH:29]=[CH:28][CH:27]=3)=[CH:36][CH:35]=1, predict the reactants needed to synthesize it. The reactants are: C(O)(=O)C.N1C=CC=CC=1.[F:11][C:12]1[CH:19]=[CH:18][C:17]([F:20])=[CH:16][C:13]=1[CH:14]=O.[OH:21][C:22]1[C:31]2[C:26](=[CH:27][CH:28]=[CH:29][CH:30]=2)[O:25][C:24](=[O:32])[CH:23]=1.[Cl:33][C:34]1[CH:39]=[CH:38][C:37]([SH:40])=[CH:36][CH:35]=1. (2) Given the product [NH2:37][C:34]1[CH:33]=[CH:32][C:31]([N:28]2[C:24]3=[N:25][CH:26]=[N:27][C:22]([NH:21][C:3]4[CH:4]=[C:5]([NH:8][C:9](=[O:20])[C:10]5[CH:15]=[CH:14][CH:13]=[C:12]([C:16]([F:17])([F:18])[F:19])[CH:11]=5)[CH:6]=[CH:7][C:2]=4[CH3:1])=[C:23]3[CH:30]=[N:29]2)=[CH:36][CH:35]=1, predict the reactants needed to synthesize it. The reactants are: [CH3:1][C:2]1[CH:7]=[CH:6][C:5]([NH:8][C:9](=[O:20])[C:10]2[CH:15]=[CH:14][CH:13]=[C:12]([C:16]([F:19])([F:18])[F:17])[CH:11]=2)=[CH:4][C:3]=1[NH:21][C:22]1[N:27]=[CH:26][N:25]=[C:24]2[N:28]([C:31]3[CH:36]=[CH:35][C:34]([N+:37]([O-])=O)=[CH:33][CH:32]=3)[N:29]=[CH:30][C:23]=12. (3) Given the product [NH2:7][C:8]1[CH:9]=[CH:10][C:11]2[CH:15]=[C:14]([C:16]3[C:21]([CH3:22])=[CH:20][N:19]=[C:18]([NH:23][CH2:24][CH2:25][CH2:26][N:27]4[CH2:32][CH2:31][N:30]([CH3:33])[CH2:29][CH2:28]4)[N:17]=3)[S:13][C:12]=2[CH:34]=1, predict the reactants needed to synthesize it. The reactants are: C(OC(=O)[NH:7][C:8]1[CH:9]=[CH:10][C:11]2[CH:15]=[C:14]([C:16]3[C:21]([CH3:22])=[CH:20][N:19]=[C:18]([NH:23][CH2:24][CH2:25][CH2:26][N:27]4[CH2:32][CH2:31][N:30]([CH3:33])[CH2:29][CH2:28]4)[N:17]=3)[S:13][C:12]=2[CH:34]=1)(C)(C)C.C(O)(C(F)(F)F)=O.CO.